This data is from Full USPTO retrosynthesis dataset with 1.9M reactions from patents (1976-2016). The task is: Predict the reactants needed to synthesize the given product. (1) Given the product [CH3:10][C:8]([O:11][C:12](=[O:13])[NH:14][CH2:18][C:17](=[O:16])[NH:4][CH2:3][C:2]([F:6])([F:5])[F:1])([CH3:7])[CH3:9], predict the reactants needed to synthesize it. The reactants are: [F:1][C:2]([F:6])([F:5])[CH2:3][NH2:4].[CH3:7][C:8]([O:11][C:12]([N:14]1[CH2:18][C:17](=O)[O:16]C1=O)=[O:13])([CH3:10])[CH3:9]. (2) Given the product [CH3:17][C:14]1([CH3:18])[CH2:15][O:16][P:11]([CH2:10][C:7]2[CH:8]=[CH:9][C:4]([C:3]([OH:20])=[O:2])=[CH:5][CH:6]=2)(=[O:19])[O:12][CH2:13]1, predict the reactants needed to synthesize it. The reactants are: C[O:2][C:3](=[O:20])[C:4]1[CH:9]=[CH:8][C:7]([CH2:10][P:11]2(=[O:19])[O:16][CH2:15][C:14]([CH3:18])([CH3:17])[CH2:13][O:12]2)=[CH:6][CH:5]=1.[Li+].[OH-]. (3) Given the product [Cl:1][C:2]1[CH:3]=[C:4]([F:30])[C:5]([C:24]2[N:28]=[C:27]([CH3:29])[O:26][N:25]=2)=[C:6]([C:8]2[CH:9]=[N:10][C:11]3[CH:12]([NH:17][C:18]([C:20]4([NH:23][C:36]([C:35]5[O:31][N:32]=[CH:33][CH:34]=5)=[O:37])[CH2:22][CH2:21]4)=[O:19])[CH2:13][CH2:14][C:15]=3[CH:16]=2)[CH:7]=1, predict the reactants needed to synthesize it. The reactants are: [Cl:1][C:2]1[CH:3]=[C:4]([F:30])[C:5]([C:24]2[N:28]=[C:27]([CH3:29])[O:26][N:25]=2)=[C:6]([C:8]2[CH:9]=[N:10][C:11]3[CH:12]([NH:17][C:18]([C:20]4([NH2:23])[CH2:22][CH2:21]4)=[O:19])[CH2:13][CH2:14][C:15]=3[CH:16]=2)[CH:7]=1.[O:31]1[C:35]([C:36](O)=[O:37])=[CH:34][CH:33]=[N:32]1. (4) The reactants are: [Cl:1][C:2]1[CH:10]=[C:9]2[C:5]([C:6]([CH:11]=[O:12])=[CH:7][NH:8]2)=[CH:4][C:3]=1[C:13]1[CH:18]=[CH:17][C:16]([O:19][CH:20]2[CH2:23][O:22][CH2:21]2)=[CH:15][CH:14]=1.CC(=CC)C.Cl([O-])=[O:30].[Na+].OP([O-])(O)=O.[Na+]. Given the product [Cl:1][C:2]1[CH:10]=[C:9]2[C:5]([C:6]([C:11]([OH:30])=[O:12])=[CH:7][NH:8]2)=[CH:4][C:3]=1[C:13]1[CH:18]=[CH:17][C:16]([O:19][CH:20]2[CH2:23][O:22][CH2:21]2)=[CH:15][CH:14]=1, predict the reactants needed to synthesize it. (5) Given the product [Br:21][CH2:16][CH2:15][C:12]1[CH:13]=[CH:14][C:9]([C:6]2[CH:7]=[CH:8][C:3]([C:2]([F:19])([F:18])[F:1])=[CH:4][CH:5]=2)=[CH:10][CH:11]=1, predict the reactants needed to synthesize it. The reactants are: [F:1][C:2]([F:19])([F:18])[C:3]1[CH:8]=[CH:7][C:6]([C:9]2[CH:14]=[CH:13][C:12]([CH2:15][CH2:16]O)=[CH:11][CH:10]=2)=[CH:5][CH:4]=1.C(Br)(Br)(Br)[Br:21].C1(P(C2C=CC=CC=2)C2C=CC=CC=2)C=CC=CC=1. (6) Given the product [CH3:1][C:2]1[CH:3]=[CH:4][C:5]2[N:10]([N:11]=[C:24]([CH3:26])[CH3:23])[CH2:9][CH:8]([C:13]3[CH:18]=[CH:17][CH:16]=[CH:15][CH:14]=3)[O:7][C:6]=2[CH:19]=1, predict the reactants needed to synthesize it. The reactants are: [CH3:1][C:2]1[CH:3]=[CH:4][C:5]2[N:10]([N:11]=O)[CH2:9][CH:8]([C:13]3[CH:18]=[CH:17][CH:16]=[CH:15][CH:14]=3)[O:7][C:6]=2[CH:19]=1.[NH4+].[Cl-].O.[CH3:23][C:24]([CH3:26])=O. (7) Given the product [Cl:1][C:2]1[CH:7]=[C:6]([NH:16][CH:14]([CH3:15])[C:13]([F:18])([F:17])[F:12])[C:5]([N+:9]([O-:11])=[O:10])=[CH:4][N:3]=1, predict the reactants needed to synthesize it. The reactants are: [Cl:1][C:2]1[CH:7]=[C:6](Cl)[C:5]([N+:9]([O-:11])=[O:10])=[CH:4][N:3]=1.[F:12][C:13]([F:18])([F:17])[CH:14]([NH2:16])[CH3:15].